Dataset: hERG Central: cardiac toxicity at 1µM, 10µM, and general inhibition. Task: Predict hERG channel inhibition at various concentrations. (1) The drug is O=C(Nc1cccc2ccccc12)/C(=C/c1cccc([N+](=O)[O-])c1)NC(=O)c1cccs1. Results: hERG_inhib (hERG inhibition (general)): blocker. (2) The compound is CCOC(=O)c1sc(=S)n(-c2ccc(OC)cc2)c1C. Results: hERG_inhib (hERG inhibition (general)): blocker. (3) The drug is Cc1csc(NC(=O)CSc2ccc(-c3ccccc3)nn2)n1. Results: hERG_inhib (hERG inhibition (general)): blocker. (4) The compound is COc1cccc2sc(N(CCCN(C)C)C(=O)C(c3ccccc3)c3ccccc3)nc12.Cl. Results: hERG_inhib (hERG inhibition (general)): blocker. (5) The drug is CCOC(=O)C1(CCOc2ccccc2)CCN(Cc2ccc(O)c(OC)c2)CC1. Results: hERG_inhib (hERG inhibition (general)): blocker.